This data is from Catalyst prediction with 721,799 reactions and 888 catalyst types from USPTO. The task is: Predict which catalyst facilitates the given reaction. (1) Product: [CH3:38][N:39]([CH3:43])[C:40]([N:19]1[CH2:20][CH2:21][C:15]2[N:14]=[C:13]([C:11]3[S:12][C:8]4[C:7]([N:23]5[CH2:24][CH2:25][O:26][CH2:27][CH2:28]5)=[CH:6][CH:5]=[C:4]([O:3][CH3:2])[C:9]=4[N:10]=3)[NH:22][C:16]=2[CH2:17][CH2:18]1)=[O:41]. The catalyst class is: 7. Reactant: Cl.[CH3:2][O:3][C:4]1[C:9]2[N:10]=[C:11]([C:13]3[NH:22][C:16]4[CH2:17][CH2:18][NH:19][CH2:20][CH2:21][C:15]=4[N:14]=3)[S:12][C:8]=2[C:7]([N:23]2[CH2:28][CH2:27][O:26][CH2:25][CH2:24]2)=[CH:6][CH:5]=1.C(N(C(C)C)C(C)C)C.[CH3:38][N:39]([CH3:43])[C:40](Cl)=[O:41]. (2) Reactant: [CH2:1]([O:8][C:9]([N:11]1[CH2:15][C:14](=[O:16])[N:13]=[C:12]1[NH2:17])=[O:10])[C:2]1[CH:7]=[CH:6][CH:5]=[CH:4][CH:3]=1.[F:18][C:19]([F:33])([F:32])[C:20]1[CH:27]=[C:26]([C:28]([F:31])([F:30])[F:29])[CH:25]=[CH:24][C:21]=1[CH2:22]Br.C([O-])([O-])=O.[K+].[K+]. Product: [CH2:1]([O:8][C:9]([N:11]1[CH2:15][C:14](=[O:16])[N:13]=[C:12]1[NH:17][CH2:22][C:21]1[CH:24]=[CH:25][C:26]([C:28]([F:31])([F:30])[F:29])=[CH:27][C:20]=1[C:19]([F:18])([F:32])[F:33])=[O:10])[C:2]1[CH:7]=[CH:6][CH:5]=[CH:4][CH:3]=1. The catalyst class is: 10. (3) Reactant: [CH3:1][C:2]1[N:3]=[C:4]([C:9]2[CH:14]=[CH:13][C:12]([C:15]([F:18])([F:17])[F:16])=[CH:11][CH:10]=2)[S:5][C:6]=1[CH2:7]O.C1(P(C2C=CC=CC=2)C2C=CC=CC=2)C=CC=CC=1.[Br:38]N1C(=O)CCC1=O. Product: [Br:38][CH2:7][C:6]1[S:5][C:4]([C:9]2[CH:14]=[CH:13][C:12]([C:15]([F:18])([F:17])[F:16])=[CH:11][CH:10]=2)=[N:3][C:2]=1[CH3:1]. The catalyst class is: 1. (4) Reactant: [Cl:1][C:2]1[N:7]=[CH:6][C:5]2[C:8]3([C:11](=[O:13])[NH:12][C:4]=2[CH:3]=1)[CH2:10][CH2:9]3.[H-].[Na+].[CH3:16]I. Product: [Cl:1][C:2]1[N:7]=[CH:6][C:5]2[C:8]3([CH2:10][CH2:9]3)[C:11](=[O:13])[N:12]([CH3:16])[C:4]=2[CH:3]=1. The catalyst class is: 1. (5) Reactant: COC[CH2:4][CH2:5][N:6]=[C:7]=O.[CH2:9]([C:16]1[NH:24][C:23]2[C:22](=[O:25])[N:21]([CH2:26][CH2:27][CH2:28][O:29][CH3:30])[C:20](=[O:31])[N:19]([CH2:32][CH2:33][C:34]3[CH:39]=[CH:38][C:37]([N+:40]([O-:42])=[O:41])=[CH:36][CH:35]=3)[C:18]=2[N:17]=1)[C:10]1[CH:15]=[CH:14][CH:13]=[CH:12][CH:11]=1.[C:43](=O)([O-])[O-].[Na+].[Na+].C(N)C. Product: [CH2:9]([C:16]1[N:24]([CH2:4][CH2:5][NH:6][CH2:7][CH3:43])[C:23]2[C:22](=[O:25])[N:21]([CH2:26][CH2:27][CH2:28][O:29][CH3:30])[C:20](=[O:31])[N:19]([CH2:32][CH2:33][C:34]3[CH:35]=[CH:36][C:37]([N+:40]([O-:42])=[O:41])=[CH:38][CH:39]=3)[C:18]=2[N:17]=1)[C:10]1[CH:15]=[CH:14][CH:13]=[CH:12][CH:11]=1. The catalyst class is: 26.